This data is from Full USPTO retrosynthesis dataset with 1.9M reactions from patents (1976-2016). The task is: Predict the reactants needed to synthesize the given product. (1) Given the product [Br:11][C:12]1[CH:13]=[CH:14][C:15]([OH:20])=[C:16]([C:17]2[NH:1][N:2]=[C:3]([C:5]3[N:10]=[CH:9][CH:8]=[CH:7][N:6]=3)[N:4]=2)[CH:19]=1, predict the reactants needed to synthesize it. The reactants are: [NH2:1][NH:2][C:3]([C:5]1[N:10]=[CH:9][CH:8]=[CH:7][N:6]=1)=[NH:4].[Br:11][C:12]1[CH:13]=[CH:14][C:15]([OH:20])=[C:16]([CH:19]=1)[CH:17]=O. (2) Given the product [C:1]([O:5][C:6]([N:8]1[CH2:9][CH:10]=[C:11]([CH:15]([C:23]([OH:25])=[O:24])[C:16]2[CH:21]=[CH:20][C:19]([F:22])=[CH:18][CH:17]=2)[CH2:12][CH2:13]1)=[O:7])([CH3:4])([CH3:2])[CH3:3], predict the reactants needed to synthesize it. The reactants are: [C:1]([O:5][C:6]([N:8]1[CH2:13][CH2:12][C:11]([CH:15]([C:23]([OH:25])=[O:24])[C:16]2[CH:21]=[CH:20][C:19]([F:22])=[CH:18][CH:17]=2)(O)[CH2:10][CH2:9]1)=[O:7])([CH3:4])([CH3:3])[CH3:2].S(=O)(=O)(O)O.[OH-].[Na+].C(OC(OC(OC(C)(C)C)=O)=O)(C)(C)C.S([O-])(O)(=O)=O.[K+]. (3) Given the product [CH3:1][O:2][C:3](=[O:10])[CH:4]=[CH:5][CH:6]=[CH:7][CH2:8][S:17][C:11]1[CH:16]=[CH:15][CH:14]=[CH:13][CH:12]=1, predict the reactants needed to synthesize it. The reactants are: [CH3:1][O:2][C:3](=[O:10])[CH:4]=[CH:5][CH:6]=[CH:7][CH2:8]Br.[C:11]1([SH:17])[CH:16]=[CH:15][CH:14]=[CH:13][CH:12]=1.C(N(CC)CC)C. (4) The reactants are: [NH2:1][C:2]1[CH:6]=[C:5]([C:7]2[CH:12]=[CH:11][CH:10]=[CH:9][CH:8]=2)[NH:4][N:3]=1.[C:13]([Cl:19])(=O)[CH2:14][C:15]([Cl:17])=O. Given the product [Cl:17][C:15]1[CH:14]=[C:13]([Cl:19])[N:3]2[N:4]=[C:5]([C:7]3[CH:12]=[CH:11][CH:10]=[CH:9][CH:8]=3)[CH:6]=[C:2]2[N:1]=1, predict the reactants needed to synthesize it. (5) Given the product [C:46]([C@@H:48]([NH:53][C:54]([C@@H:56]1[CH2:61][CH2:60][CH2:59][CH2:58][C@@H:57]1[NH:62][C:63]([C:65]1[N:66]([CH2:74][C:75]([OH:78])([CH3:76])[CH3:77])[C:67]2[C:72]([CH:73]=1)=[CH:71][CH:70]=[CH:69][CH:68]=2)=[O:64])=[O:55])[CH2:49][CH:50]([CH3:52])[CH3:51])#[N:47], predict the reactants needed to synthesize it. The reactants are: CCCC[N+](CCCC)(CCCC)CCCC.[F-].CC(O[Si](C(C)C)(C(C)C)C(C)C)(C)CN1C2C(=CC=CC=2)C=C1C(O)=O.[C:46]([CH:48]([NH:53][C:54]([CH:56]1[CH2:61][CH2:60][CH2:59][CH2:58][CH:57]1[NH:62][C:63]([C:65]1[N:66]([CH2:74][C:75]([OH:78])([CH3:77])[CH3:76])[C:67]2[C:72]([CH:73]=1)=[CH:71][CH:70]=[CH:69][CH:68]=2)=[O:64])=[O:55])[CH2:49][CH:50]([CH3:52])[CH3:51])#[N:47]. (6) Given the product [NH2:35][C:31]1[CH:30]=[C:29]([C:6]2[CH:5]=[C:4]([NH:17][C:18]3[N:23]=[C:22]([C:24]([F:25])([F:26])[F:27])[CH:21]=[CH:20][N:19]=3)[CH:3]=[C:2]([CH3:1])[CH:7]=2)[CH:34]=[N:33][CH:32]=1, predict the reactants needed to synthesize it. The reactants are: [CH3:1][C:2]1[CH:3]=[C:4]([NH:17][C:18]2[N:23]=[C:22]([C:24]([F:27])([F:26])[F:25])[CH:21]=[CH:20][N:19]=2)[CH:5]=[C:6](B2OC(C)(C)C(C)(C)O2)[CH:7]=1.Br[C:29]1[CH:30]=[C:31]([NH2:35])[CH:32]=[N:33][CH:34]=1. (7) Given the product [OH:17][CH:14]([C:6]1[CH:5]=[C:4]([O:18][CH2:19][CH2:20][O:21][CH2:22][CH3:23])[C:3]2[C:2]([CH3:24])([CH3:1])[CH2:11][CH2:10][C:9]([CH3:12])([CH3:13])[C:8]=2[CH:7]=1)[C:15]#[C:16][C:33]1[CH:32]=[CH:31][C:27]([C:28]([OH:30])=[O:29])=[C:26]([OH:25])[CH:34]=1, predict the reactants needed to synthesize it. The reactants are: [CH3:1][C:2]1([CH3:24])[CH2:11][CH2:10][C:9]([CH3:13])([CH3:12])[C:8]2[CH:7]=[C:6]([CH:14]([OH:17])[C:15]#[CH:16])[CH:5]=[C:4]([O:18][CH2:19][CH2:20][O:21][CH2:22][CH3:23])[C:3]1=2.[OH:25][C:26]1[CH:34]=[C:33](I)[CH:32]=[CH:31][C:27]=1[C:28]([OH:30])=[O:29].[Cl-].[NH4+].